From a dataset of Forward reaction prediction with 1.9M reactions from USPTO patents (1976-2016). Predict the product of the given reaction. (1) Given the reactants [NH2:1][C:2]1[C:7]([C:8]#[N:9])=[C:6]([C:10]2[CH:15]=[CH:14][C:13]([OH:16])=[CH:12][CH:11]=2)[C:5]([C:17]#[N:18])=[C:4]([SH:19])[N:3]=1.[CH2:20]([NH:22][C:23](=[O:26])[CH2:24]Br)[CH3:21].C([O-])(O)=O.[Na+], predict the reaction product. The product is: [NH2:1][C:2]1[N:3]=[C:4]([S:19][CH2:24][C:23]([NH:22][CH2:20][CH3:21])=[O:26])[C:5]([C:17]#[N:18])=[C:6]([C:10]2[CH:11]=[CH:12][C:13]([OH:16])=[CH:14][CH:15]=2)[C:7]=1[C:8]#[N:9]. (2) The product is: [I:9][C:10]1[CH:11]=[N:12][N:13]([CH2:16][CH:17]2[O:21][C:20](=[O:22])[NH:19][CH2:18]2)[CH:14]=1. Given the reactants [O-]P([O-])([O-])=O.[K+].[K+].[K+].[I:9][C:10]1[CH:11]=[N:12][NH:13][CH:14]=1.Cl[CH2:16][CH:17]1[O:21][C:20](=[O:22])[NH:19][CH2:18]1, predict the reaction product. (3) Given the reactants [NH2:1][C:2]1([N+]([O-])=O)[CH:11]=[C:10]2[C:5]([C:6]([CH3:16])([CH3:15])[C:7](=O)[N:8]([CH3:13])[C:9]2=O)=[CH:4][CH2:3]1.B.C1COCC1.CO, predict the reaction product. The product is: [CH3:13][N:8]1[CH2:7][C:6]([CH3:15])([CH3:16])[C:5]2[C:10](=[CH:11][C:2]([NH2:1])=[CH:3][CH:4]=2)[CH2:9]1. (4) Given the reactants [CH2:1]1[C:10]2[C:5](=[CH:6][CH:7]=[CH:8][CH:9]=2)[CH2:4][CH2:3][N:2]1[CH2:11][CH2:12][CH2:13][CH2:14][O:15][C:16]1[N:25]=[C:24]2[C:19]([CH2:20][CH2:21][C:22](=[O:26])[NH:23]2)=[CH:18][CH:17]=1.[CH2:27]1C2C(=CC(C#N)=CC=2)CC[NH:28]1, predict the reaction product. The product is: [O:26]=[C:22]1[NH:23][C:24]2[N:25]=[C:16]([O:15][CH2:14][CH2:13][CH2:12][CH2:11][N:2]3[CH2:3][CH2:4][C:5]4[C:10](=[CH:9][CH:8]=[C:7]([C:27]#[N:28])[CH:6]=4)[CH2:1]3)[CH:17]=[CH:18][C:19]=2[CH2:20][CH2:21]1. (5) The product is: [ClH:25].[NH2:27][CH2:28][CH2:29][O:30]/[N:31]=[C:20]1/[C@H:3]([CH2:1][CH3:2])[CH:4]2[C@:17]([CH3:22])([CH2:18][CH2:19]/1)[C@@H:16]1[C@H:7]([C@H:8]3[C@@:12]([CH2:14][CH2:15]1)([CH3:13])[C:11](=[O:23])[CH2:10][CH2:9]3)[CH2:6][C:5]2=[O:24]. Given the reactants [CH2:1]([C@H:3]1[C:20](=O)[CH2:19][CH2:18][C@@:17]2([CH3:22])[CH:4]1[C:5](=[O:24])[CH2:6][C@@H:7]1[C@@H:16]2[CH2:15][CH2:14][C@@:12]2([CH3:13])[C@H:8]1[CH2:9][CH2:10][C:11]2=[O:23])[CH3:2].[ClH:25].Cl.[NH2:27][CH2:28][CH2:29][O:30][NH2:31], predict the reaction product. (6) Given the reactants Cl.C([N:5]1[C:18]2[C:13](=[CH:14][CH:15]=[CH:16][CH:17]=2)[C:7]2([CH2:12][CH2:11][NH:10][CH2:9][CH2:8]2)[CH2:6]1)(=O)C.FC(F)(F)S(O[CH2:25][C:26]([F:29])([F:28])[F:27])(=O)=O.C(N(CC)CC)C, predict the reaction product. The product is: [F:27][C:26]([F:29])([F:28])[CH2:25][N:10]1[CH2:9][CH2:8][C:7]2([C:13]3[C:18](=[CH:17][CH:16]=[CH:15][CH:14]=3)[NH:5][CH2:6]2)[CH2:12][CH2:11]1. (7) Given the reactants [N-:1]=[N+:2]=[N-:3].[Na+].[N+:5]([C:8]1[CH:16]=[CH:15][C:11]([C@@H:12]2[O:14][CH2:13]2)=[CH:10][CH:9]=1)([O-:7])=[O:6].N(C[C@@H](C1C=CC([N+]([O-])=O)=CC=1)O)=[N+]=[N-], predict the reaction product. The product is: [N:1]([CH:12]([C:11]1[CH:10]=[CH:9][C:8]([N+:5]([O-:7])=[O:6])=[CH:16][CH:15]=1)[CH2:13][OH:14])=[N+:2]=[N-:3].